Predict the reaction yield, written as a fraction of the theoretical maximum amount of product (1.0 means a 100% yield; for example, 0.34 means a 34% yield). From a dataset of Reaction yield outcomes from USPTO patents with 853,638 reactions. (1) The reactants are [CH3:1][S:2][C:3]1[S:11][C:10]2[C:5](=[N:6][CH:7]=[CH:8][C:9]=2[O:12][C:13]2[CH:18]=[CH:17][C:16]([NH2:19])=[CH:15][C:14]=2[F:20])[CH:4]=1.[C:21]1([CH2:27][C:28]([N:30]=[C:31]=[S:32])=[O:29])[CH:26]=[CH:25][CH:24]=[CH:23][CH:22]=1. The catalyst is C1COCC1. The product is [CH3:1][S:2][C:3]1[S:11][C:10]2[C:5](=[N:6][CH:7]=[CH:8][C:9]=2[O:12][C:13]2[CH:18]=[CH:17][C:16]([NH:19][C:31]([NH:30][C:28](=[O:29])[CH2:27][C:21]3[CH:22]=[CH:23][CH:24]=[CH:25][CH:26]=3)=[S:32])=[CH:15][C:14]=2[F:20])[CH:4]=1. The yield is 0.260. (2) The reactants are C(OC([NH:8][CH2:9][CH:10]1[CH2:15][CH2:14][N:13]([C:16]2[N:20]([CH3:21])[N:19]=[CH:18][C:17]=2[NH:22][C:23]([C:25]2[N:26]=[C:27](Br)[S:28][C:29]=2[NH:30]C(=O)OC(C)(C)C)=[O:24])[CH2:12][CH2:11]1)=O)CCC.[CH:39]([C:42]1[CH:43]=[C:44](B(O)O)[CH:45]=[CH:46][CH:47]=1)([CH3:41])[CH3:40]. No catalyst specified. The product is [NH2:30][C:29]1[S:28][C:27]([C:47]2[CH:46]=[CH:45][CH:44]=[CH:43][C:42]=2[CH:39]([CH3:41])[CH3:40])=[N:26][C:25]=1[C:23]([NH:22][C:17]1[CH:18]=[N:19][N:20]([CH3:21])[C:16]=1[N:13]1[CH2:14][CH2:15][CH:10]([CH2:9][NH2:8])[CH2:11][CH2:12]1)=[O:24]. The yield is 0.410. (3) The reactants are [N:1]1[CH:6]=[CH:5][C:4]([NH2:7])=[CH:3][N:2]=1.[H-].[Na+].[N+](C1C=CC([O:19][C:20]([N:22]2[CH2:25][CH:24]([O:26][C:27]3[CH:32]=[CH:31][C:30]([C:33]4[CH:38]=[CH:37][CH:36]=[CH:35][C:34]=4[F:39])=[CH:29][N:28]=3)[CH2:23]2)=O)=CC=1)([O-])=O. The catalyst is CN(C=O)C. The product is [N:1]1[CH:6]=[CH:5][C:4]([NH:7][C:20]([N:22]2[CH2:23][CH:24]([O:26][C:27]3[CH:32]=[CH:31][C:30]([C:33]4[CH:38]=[CH:37][CH:36]=[CH:35][C:34]=4[F:39])=[CH:29][N:28]=3)[CH2:25]2)=[O:19])=[CH:3][N:2]=1. The yield is 0.160. (4) The reactants are [C:1]([C:5]1[CH:12]=[CH:11][C:8]([CH:9]=O)=[CH:7][CH:6]=1)([CH3:4])([CH3:3])[CH3:2].[NH2:13][C:14]1[S:15][C:16]([S:19]([C:22]2[CH:27]=[CH:26][C:25]([N+:28]([O-:30])=[O:29])=[CH:24][CH:23]=2)(=[O:21])=[O:20])=[CH:17][N:18]=1.C[O:32][C:33](=O)[C:34](=[O:43])[CH2:35][C:36](=[O:42])[C:37]1[S:38][CH:39]=[CH:40][N:41]=1. No catalyst specified. The product is [C:1]([C:5]1[CH:12]=[CH:11][C:8]([CH:9]2[N:13]([C:14]3[S:15][C:16]([S:19]([C:22]4[CH:23]=[CH:24][C:25]([N+:28]([O-:30])=[O:29])=[CH:26][CH:27]=4)(=[O:20])=[O:21])=[CH:17][N:18]=3)[C:33](=[O:32])[C:34]([OH:43])=[C:35]2[C:36]([C:37]2[S:38][CH:39]=[CH:40][N:41]=2)=[O:42])=[CH:7][CH:6]=1)([CH3:4])([CH3:3])[CH3:2]. The yield is 0.330. (5) The product is [Br:8][C:6]1[N:5]=[C:4]([CH3:9])[C:3]([OH:10])=[CH:2][CH:7]=1. The yield is 0.930. The reactants are Br[C:2]1[CH:7]=[C:6]([Br:8])[N:5]=[C:4]([CH3:9])[C:3]=1[OH:10].C([Li])CCC.CCCCCC. The catalyst is O1CCCC1.